Dataset: Reaction yield outcomes from USPTO patents with 853,638 reactions. Task: Predict the reaction yield, written as a fraction of the theoretical maximum amount of product (1.0 means a 100% yield; for example, 0.34 means a 34% yield). (1) The reactants are C(Cl)(=O)C(Cl)=O.[CH3:7][N:8]([CH2:10][C:11]1[CH:19]=[CH:18][C:14]([C:15]([OH:17])=O)=[CH:13][CH:12]=1)[CH3:9].[NH2:20][C:21]1[N:25](C(OC(C)(C)C)=O)[N:24]=[C:23]([CH2:33][CH2:34][C:35]2[CH:40]=[C:39]([O:41][CH3:42])[CH:38]=[C:37]([O:43][CH3:44])[CH:36]=2)[CH:22]=1.N1C=CC=CC=1.C(O)(C(F)(F)F)=O. The catalyst is C(Cl)Cl.CN(C=O)C. The product is [CH3:42][O:41][C:39]1[CH:40]=[C:35]([CH2:34][CH2:33][C:23]2[NH:24][N:25]=[C:21]([NH:20][C:15](=[O:17])[C:14]3[CH:13]=[CH:12][C:11]([CH2:10][N:8]([CH3:7])[CH3:9])=[CH:19][CH:18]=3)[CH:22]=2)[CH:36]=[C:37]([O:43][CH3:44])[CH:38]=1. The yield is 0.250. (2) The reactants are [C:1]([C:4]1[C:9]2[NH:10][C:11]3[C:16]([C:8]=2[C:7]([C:22]2[C:23]([F:39])=[C:24]([NH:28]C(=O)OCC4C=CC=CC=4)[CH:25]=[CH:26][CH:27]=2)=[CH:6][N:5]=1)=[CH:15][CH:14]=[C:13]([O:17][CH2:18][CH2:19][O:20][CH3:21])[CH:12]=3)(=[O:3])[NH2:2]. The catalyst is C1COCC1.CO.[Pd]. The product is [NH2:28][C:24]1[C:23]([F:39])=[C:22]([C:7]2[C:8]3[C:16]4[C:11](=[CH:12][C:13]([O:17][CH2:18][CH2:19][O:20][CH3:21])=[CH:14][CH:15]=4)[NH:10][C:9]=3[C:4]([C:1]([NH2:2])=[O:3])=[N:5][CH:6]=2)[CH:27]=[CH:26][CH:25]=1. The yield is 0.840. (3) The reactants are [CH2:1]([O:3][CH:4]([O:13][CH2:14][CH3:15])[C:5]1[CH:12]=[CH:11][C:8]([CH:9]=O)=[CH:7][CH:6]=1)[CH3:2].[CH3:16][NH:17][CH3:18].O.[BH4-].[Na+]. The catalyst is CO. The product is [CH2:1]([O:3][CH:4]([O:13][CH2:14][CH3:15])[C:5]1[CH:12]=[CH:11][C:8]([CH2:9][N:17]([CH3:18])[CH3:16])=[CH:7][CH:6]=1)[CH3:2]. The yield is 0.900. (4) The reactants are C(N(CC)CC)C.[Cl:8][C:9]1[CH:17]=[C:16]2[C:12]([C:13]([CH:25]=[O:26])=[CH:14][N:15]2C(OC(C)(C)C)=O)=[CH:11][CH:10]=1.[CH:27](=[N:34][C:35]1[CH:40]=[CH:39][N:38]=[C:37]([O:41][CH3:42])[CH:36]=1)[C:28]1[CH:33]=[CH:32][CH:31]=[CH:30][CH:29]=1. The catalyst is [Cl-].C([N+]1C(C)=C(CCO)SC=1)C1C=CC=CC=1.C(O)C. The product is [Cl:8][C:9]1[CH:17]=[C:16]2[C:12]([C:13]([C:25](=[O:26])[CH:27]([NH:34][C:35]3[CH:40]=[CH:39][N:38]=[C:37]([O:41][CH3:42])[CH:36]=3)[C:28]3[CH:29]=[CH:30][CH:31]=[CH:32][CH:33]=3)=[CH:14][NH:15]2)=[CH:11][CH:10]=1. The yield is 0.230. (5) The reactants are [CH:1]([C:3]1[C:11]2[C:6](=[CH:7][C:8]([C@H:12]3[C@@:14]4([C:22]5[C:17](=[CH:18][CH:19]=[CH:20][CH:21]=5)[NH:16][C:15]4=[O:23])[CH2:13]3)=[CH:9][CH:10]=2)[NH:5][N:4]=1)=[CH2:2].Br[C:25]1[C:26]([CH3:32])=[N:27][C:28]([CH3:31])=[CH:29][CH:30]=1.CCN(C(C)C)C(C)C.CC1C=CC=CC=1P(C1C=CC=CC=1C)C1C=CC=CC=1C. The catalyst is CN(C=O)C.CC([O-])=O.CC([O-])=O.[Pd+2]. The product is [CH3:32][C:26]1[C:25](/[CH:2]=[CH:1]/[C:3]2[C:11]3[C:6](=[CH:7][C:8]([C@H:12]4[C@@:14]5([C:22]6[C:17](=[CH:18][CH:19]=[CH:20][CH:21]=6)[NH:16][C:15]5=[O:23])[CH2:13]4)=[CH:9][CH:10]=3)[NH:5][N:4]=2)=[CH:30][CH:29]=[C:28]([CH3:31])[N:27]=1. The yield is 0.220. (6) The reactants are [CH3:1][O:2][C:3]1[C:11]2[O:10][C:9]([CH3:13])([CH3:12])[CH2:8][C:7]=2[C:6]([CH3:14])=[C:5]([N:15]2[CH2:20][CH2:19][NH:18][CH2:17][CH2:16]2)[C:4]=1[CH3:21].Br[C:23]1[CH:33]=[CH:32][C:26]2[O:27][C:28]([F:31])([F:30])[O:29][C:25]=2[CH:24]=1. No catalyst specified. The product is [F:31][C:28]1([F:30])[O:27][C:26]2[CH:32]=[CH:33][C:23]([N:18]3[CH2:19][CH2:20][N:15]([C:5]4[C:4]([CH3:21])=[C:3]([O:2][CH3:1])[C:11]5[O:10][C:9]([CH3:13])([CH3:12])[CH2:8][C:7]=5[C:6]=4[CH3:14])[CH2:16][CH2:17]3)=[CH:24][C:25]=2[O:29]1. The yield is 0.480.